Dataset: Catalyst prediction with 721,799 reactions and 888 catalyst types from USPTO. Task: Predict which catalyst facilitates the given reaction. (1) Product: [CH2:1]([C:3]1([CH2:9][NH:10][C:11]2[C:16]([F:17])=[CH:15][CH:14]=[C:13]([O:20][CH3:19])[N:12]=2)[CH2:8][CH2:7][O:6][CH2:5][CH2:4]1)[CH3:2]. The catalyst class is: 5. Reactant: [CH2:1]([C:3]1([CH2:9][NH:10][C:11]2[C:16]([F:17])=[CH:15][CH:14]=[C:13](F)[N:12]=2)[CH2:8][CH2:7][O:6][CH2:5][CH2:4]1)[CH3:2].[CH3:19][O-:20].[Na+]. (2) Reactant: [CH3:1][O:2][CH2:3][CH2:4][OH:5].[H-].[Na+].Br[CH2:9][C:10]1[C:14]2[CH:15]=[C:16]([F:19])[CH:17]=[CH:18][C:13]=2[O:12][C:11]=1[C:20]([O:22][CH3:23])=[O:21].[Cl-].[NH4+]. Product: [F:19][C:16]1[CH:17]=[CH:18][C:13]2[O:12][C:11]([C:20]([O:22][CH3:23])=[O:21])=[C:10]([CH2:9][O:5][CH2:4][CH2:3][O:2][CH3:1])[C:14]=2[CH:15]=1. The catalyst class is: 9. (3) Product: [CH2:42]([NH:44][C:45]([NH:34][C:29]1[CH:28]=[CH:27][C:26]2[C:31](=[CH:32][CH:33]=[C:24]([O:23][C:6]3[C:5]4[C:10](=[CH:11][C:12]([O:13][CH2:14][CH2:15][CH2:16][N:17]5[CH2:22][CH2:21][O:20][CH2:19][CH2:18]5)=[C:3]([O:2][CH3:1])[CH:4]=4)[N:9]=[CH:8][CH:7]=3)[CH:25]=2)[CH:30]=1)=[O:46])[CH3:43]. Reactant: [CH3:1][O:2][C:3]1[CH:4]=[C:5]2[C:10](=[CH:11][C:12]=1[O:13][CH2:14][CH2:15][CH2:16][N:17]1[CH2:22][CH2:21][O:20][CH2:19][CH2:18]1)[N:9]=[CH:8][CH:7]=[C:6]2[O:23][C:24]1[CH:25]=[C:26]2[C:31](=[CH:32][CH:33]=1)[CH:30]=[C:29]([NH2:34])[CH:28]=[CH:27]2.CCN(CC)CC.[CH2:42]([N:44]=[C:45]=[O:46])[CH3:43]. The catalyst class is: 3. (4) Reactant: [CH3:1][CH:2]([CH3:23])[CH2:3][N:4]([CH2:9][C@@H:10]1[NH:15][CH2:14][CH2:13][N:12]([C:16]([O:18][C:19]([CH3:22])([CH3:21])[CH3:20])=[O:17])[CH2:11]1)[S:5]([CH3:8])(=[O:7])=[O:6].Cl[C:25]1[N:30]=[CH:29][C:28]([C:31]([OH:40])([C:36]([F:39])([F:38])[F:37])[C:32]([F:35])([F:34])[F:33])=[CH:27][N:26]=1.CCN(C(C)C)C(C)C. Product: [CH3:1][CH:2]([CH3:23])[CH2:3][N:4]([CH2:9][C@@H:10]1[N:15]([C:25]2[N:26]=[CH:27][C:28]([C:31]([OH:40])([C:32]([F:33])([F:34])[F:35])[C:36]([F:38])([F:39])[F:37])=[CH:29][N:30]=2)[CH2:14][CH2:13][N:12]([C:16]([O:18][C:19]([CH3:21])([CH3:20])[CH3:22])=[O:17])[CH2:11]1)[S:5]([CH3:8])(=[O:6])=[O:7]. The catalyst class is: 12. (5) Reactant: [C:1]([O:5][C:6]([NH:8][CH2:9][CH2:10][N:11]1[CH:15]=[CH:14][C:13](/[CH:16]=[C:17]2\[CH2:18][N:19]([C:24]([C:37]3[CH:42]=[CH:41][CH:40]=[CH:39][CH:38]=3)([C:31]3[CH:36]=[CH:35][CH:34]=[CH:33][CH:32]=3)[C:25]3[CH:30]=[CH:29][CH:28]=[CH:27][CH:26]=3)[CH2:20][CH2:21][C:22]\2=[O:23])=[N:12]1)=[O:7])([CH3:4])([CH3:3])[CH3:2].ClCCl.CO.[BH4-].[Na+]. Product: [C:1]([O:5][C:6]([NH:8][CH2:9][CH2:10][N:11]1[CH:15]=[CH:14][C:13](/[CH:16]=[C:17]2\[CH2:18][N:19]([C:24]([C:31]3[CH:32]=[CH:33][CH:34]=[CH:35][CH:36]=3)([C:37]3[CH:38]=[CH:39][CH:40]=[CH:41][CH:42]=3)[C:25]3[CH:26]=[CH:27][CH:28]=[CH:29][CH:30]=3)[CH2:20][CH2:21][CH:22]\2[OH:23])=[N:12]1)=[O:7])([CH3:4])([CH3:2])[CH3:3]. The catalyst class is: 6. (6) Reactant: [N:1]1([C:7]([O:9][C:10]([CH3:13])([CH3:12])[CH3:11])=[O:8])[CH2:6][CH2:5][NH:4][CH2:3][CH2:2]1.CCN(C(C)C)C(C)C.Cl[C:24]1[S:25][C:26]2[CH:32]=[CH:31][CH:30]=[CH:29][C:27]=2[N:28]=1. Product: [S:25]1[C:26]2[CH:32]=[CH:31][CH:30]=[CH:29][C:27]=2[N:28]=[C:24]1[N:4]1[CH2:5][CH2:6][N:1]([C:7]([O:9][C:10]([CH3:13])([CH3:12])[CH3:11])=[O:8])[CH2:2][CH2:3]1. The catalyst class is: 6.